Dataset: Catalyst prediction with 721,799 reactions and 888 catalyst types from USPTO. Task: Predict which catalyst facilitates the given reaction. (1) Reactant: [F:1][C:2]1[CH:7]=[C:6]([F:8])[CH:5]=[C:4]([I:9])[C:3]=1[OH:10].Br[CH2:12][CH2:13][CH2:14]Br.[C:16](=[O:19])([O-])[O-].[K+].[K+]. Product: [F:1][C:2]1[CH:7]=[C:6]([F:8])[CH:5]=[C:4]([I:9])[C:3]=1[O:10][CH2:12][CH2:13][CH2:14][O:19][C:16]1[C:4]([I:9])=[CH:3][C:2]([F:1])=[CH:7][C:6]=1[F:8]. The catalyst class is: 21. (2) Reactant: [Cl:1][C:2]1[CH:3]=[CH:4][C:5]2[N:6]([C:8]([CH3:14])=[C:9]([C:11](O)=[O:12])[N:10]=2)[N:7]=1.CN1CCOCC1.[BH4-].[Na+]. Product: [Cl:1][C:2]1[CH:3]=[CH:4][C:5]2[N:6]([C:8]([CH3:14])=[C:9]([CH2:11][OH:12])[N:10]=2)[N:7]=1. The catalyst class is: 1. (3) Reactant: [Cl:1][C:2]1[CH:11]=[C:10]2[C:5]([C:6]([N:12]3[CH2:17][CH2:16][N:15]([C:18]([NH:20][C:21]4[CH:26]=[CH:25][C:24](C(F)(F)F)=[CH:23][CH:22]=4)=[O:19])[CH2:14][CH2:13]3)=[CH:7][CH:8]=[N:9]2)=[CH:4][CH:3]=1.ClC1C=[C:40]2C(C(N3CCNCC3)=C[CH:38]=[N:39]2)=CC=1.C(N(C(C)C)CC)(C)C.CN(C)C1C=CC(N=C=O)=CC=1. Product: [Cl:1][C:2]1[CH:11]=[C:10]2[C:5]([C:6]([N:12]3[CH2:17][CH2:16][N:15]([C:18]([NH:20][C:21]4[CH:22]=[CH:23][C:24]([N:39]([CH3:40])[CH3:38])=[CH:25][CH:26]=4)=[O:19])[CH2:14][CH2:13]3)=[CH:7][CH:8]=[N:9]2)=[CH:4][CH:3]=1. The catalyst class is: 61. (4) Reactant: [C:1]([O:9][C@@H:10]1[C@H:14]([F:15])[C@@H:13]([CH2:16][CH:17]([P:25]([O:30][CH2:31][CH3:32])([O:27][CH2:28][CH3:29])=[O:26])[S:18][C:19]2[CH:24]=[CH:23][CH:22]=[CH:21][CH:20]=2)O[C@@H]1OC)(=[O:8])[C:2]1[CH:7]=[CH:6][CH:5]=[CH:4][CH:3]=1.S(=O)(=O)(O)O.[C:40]([O-:43])([OH:42])=O.[Na+].[C:45](OC(=O)C)(=[O:47])[CH3:46]. Product: [C:1]([O:9][C@@H:10]1[C@H:14]([F:15])[C@@H:13]([CH2:16][CH:17]([P:25]([O:30][CH2:31][CH3:32])([O:27][CH2:28][CH3:29])=[O:26])[S:18][C:19]2[CH:20]=[CH:21][CH:22]=[CH:23][CH:24]=2)[O:42][C@H:40]1[O:43][C:45](=[O:47])[CH3:46])(=[O:8])[C:2]1[CH:7]=[CH:6][CH:5]=[CH:4][CH:3]=1. The catalyst class is: 15. (5) Reactant: [H-].[Na+].CN(C=O)C.[N:8]([C@@H:11]1[C@@H:23]([O:24][CH2:25][C:26]2[CH:31]=[CH:30][C:29]([O:32][CH3:33])=[CH:28][CH:27]=2)[C@@H:22]([OH:34])[C@@H:21]([CH2:35][OH:36])[O:20][C@H:12]1[S:13][C:14]1[CH:19]=[CH:18][CH:17]=[CH:16][CH:15]=1)=[N+:9]=[N-:10].[CH:37]1[CH:42]=[CH:41][C:40]([CH2:43]Br)=[CH:39][CH:38]=1. Product: [N:8]([C@@H:11]1[C@@H:23]([O:24][CH2:25][C:26]2[CH:31]=[CH:30][C:29]([O:32][CH3:33])=[CH:28][CH:27]=2)[C@@H:22]([O:34][CH2:43][C:40]2[CH:41]=[CH:42][CH:37]=[CH:38][CH:39]=2)[C@@H:21]([CH2:35][O:36][CH2:25][C:26]2[CH:31]=[CH:30][CH:29]=[CH:28][CH:27]=2)[O:20][C@H:12]1[S:13][C:14]1[CH:15]=[CH:16][CH:17]=[CH:18][CH:19]=1)=[N+:9]=[N-:10]. The catalyst class is: 13. (6) Reactant: [NH2:1][C:2]1[CH:23]=[CH:22][C:5]2[N:6]([CH:9]([C:16]3[CH:21]=[CH:20][CH:19]=[CH:18][CH:17]=3)[CH2:10][C:11]([O:13][CH2:14][CH3:15])=[O:12])[CH:7]=[N:8][C:4]=2[CH:3]=1.C(N(CC)CC)C.[N+:31]([C:34]1[CH:42]=[CH:41][CH:40]=[CH:39][C:35]=1[C:36](Cl)=[O:37])([O-:33])=[O:32]. Product: [N+:31]([C:34]1[CH:42]=[CH:41][CH:40]=[CH:39][C:35]=1[C:36]([NH:1][C:2]1[CH:23]=[CH:22][C:5]2[N:6]([CH:9]([C:16]3[CH:17]=[CH:18][CH:19]=[CH:20][CH:21]=3)[CH2:10][C:11]([O:13][CH2:14][CH3:15])=[O:12])[CH:7]=[N:8][C:4]=2[CH:3]=1)=[O:37])([O-:33])=[O:32]. The catalyst class is: 4. (7) Reactant: [O:1]=[S:2]1(=[O:61])[CH2:7][CH2:6][N:5]([C:8]([CH3:60])([CH3:59])[CH2:9][NH:10][CH2:11][C@:12]23[CH2:55][CH2:54][C@@H:53]([C:56]([CH3:58])=[CH2:57])[C@@H:13]2[C@@H:14]2[C@@:27]([CH3:30])([CH2:28][CH2:29]3)[C@@:26]3([CH3:31])[C@@H:17]([C@:18]4([CH3:52])[C@@H:23]([CH2:24][CH2:25]3)[C:22]([CH3:33])([CH3:32])[C:21]([C:34]3[CH2:39][CH2:38][C@@:37]([CH2:50][F:51])([C:40]([O:42]CC5C=CC=CC=5)=[O:41])[CH2:36][CH:35]=3)=[CH:20][CH2:19]4)[CH2:16][CH2:15]2)[CH2:4][CH2:3]1.[OH-].[Na+]. Product: [O:61]=[S:2]1(=[O:1])[CH2:3][CH2:4][N:5]([C:8]([CH3:60])([CH3:59])[CH2:9][NH:10][CH2:11][C@:12]23[CH2:55][CH2:54][C@@H:53]([C:56]([CH3:58])=[CH2:57])[C@@H:13]2[C@@H:14]2[C@@:27]([CH3:30])([CH2:28][CH2:29]3)[C@@:26]3([CH3:31])[C@@H:17]([C@:18]4([CH3:52])[C@@H:23]([CH2:24][CH2:25]3)[C:22]([CH3:33])([CH3:32])[C:21]([C:34]3[CH2:39][CH2:38][C@@:37]([CH2:50][F:51])([C:40]([OH:42])=[O:41])[CH2:36][CH:35]=3)=[CH:20][CH2:19]4)[CH2:16][CH2:15]2)[CH2:6][CH2:7]1. The catalyst class is: 169.